Predict the reactants needed to synthesize the given product. From a dataset of Full USPTO retrosynthesis dataset with 1.9M reactions from patents (1976-2016). (1) Given the product [F:23][C:24]([F:29])([F:28])[C:25]([OH:27])=[O:26].[Cl:1][CH2:2][CH2:3][CH2:4][NH:5][CH2:13][CH2:14][C:15]1[CH:16]=[CH:17][C:18]([C:21]#[N:22])=[CH:19][CH:20]=1, predict the reactants needed to synthesize it. The reactants are: [Cl:1][CH2:2][CH2:3][CH2:4][N:5]([CH2:13][CH2:14][C:15]1[CH:20]=[CH:19][C:18]([C:21]#[N:22])=[CH:17][CH:16]=1)C(=O)OC(C)(C)C.[F:23][C:24]([F:29])([F:28])[C:25]([OH:27])=[O:26]. (2) Given the product [CH3:23][O:24][C:25](=[O:41])[C@@H:26]([NH:30][C:31](=[O:40])[C:32]1[C:33]([Cl:39])=[CH:34][CH:35]=[CH:36][C:37]=1[Cl:38])[CH2:27]/[CH:28]=[CH:29]/[C:43]1[CH:48]=[CH:47][C:46]([N:49]([CH3:56])[C:50]2[N:51]=[CH:52][CH:53]=[CH:54][N:55]=2)=[CH:45][CH:44]=1, predict the reactants needed to synthesize it. The reactants are: CC1C=CC=CC=1P(C1C=CC=CC=1C)C1C=CC=CC=1C.[CH3:23][O:24][C:25](=[O:41])[C@@H:26]([NH:30][C:31](=[O:40])[C:32]1[C:37]([Cl:38])=[CH:36][CH:35]=[CH:34][C:33]=1[Cl:39])[CH2:27][CH:28]=[CH2:29].I[C:43]1[CH:48]=[CH:47][C:46]([N:49]([CH3:56])[C:50]2[N:55]=[CH:54][CH:53]=[CH:52][N:51]=2)=[CH:45][CH:44]=1.C(=O)([O-])[O-].[K+].[K+]. (3) Given the product [CH2:1]([O:14][C:12]([NH:11][C:3]1([C:1]([NH:15][O:16]/[C:18](=[CH:17]\[C:24]([O:26][CH2:27][CH3:28])=[O:25])/[C:19]([O:21][CH2:22][CH3:23])=[O:20])=[NH:2])[CH2:4][CH2:5][CH:6]([CH2:9][OH:10])[CH2:7][CH2:8]1)=[O:13])[C:3]1[CH:8]=[CH:7][CH:6]=[CH:5][CH:4]=1, predict the reactants needed to synthesize it. The reactants are: [C:1]([C:3]1([NH:11][C:12](=[O:14])[O-:13])[CH2:8][CH2:7][CH:6]([CH2:9][OH:10])[CH2:5][CH2:4]1)#[N:2].[NH2:15][OH:16].[C:17]([C:24]([O:26][CH2:27][CH3:28])=[O:25])#[C:18][C:19]([O:21][CH2:22][CH3:23])=[O:20].